This data is from Forward reaction prediction with 1.9M reactions from USPTO patents (1976-2016). The task is: Predict the product of the given reaction. (1) Given the reactants Br[C:2]1[C:14]2[CH:13]=[CH:12][CH:11]=[CH:10][C:9]=2[C:8]2[C:7]3[C:15]4[C:20]([C:21](Br)=[CH:22][C:6]=3[O:5][C:4]=2[CH:3]=1)=[CH:19][CH:18]=[CH:17][CH:16]=4.C(O[CH2:27][CH3:28])C.[CH2:29]([Mg]Br)[CH2:30][CH2:31][CH2:32][CH2:33][CH2:34][CH2:35][CH2:36][CH2:37][CH2:38][CH2:39][CH3:40].Cl, predict the reaction product. The product is: [CH2:29]([C:2]1[C:14]2[CH:13]=[CH:12][CH:11]=[CH:10][C:9]=2[C:8]2[C:7]3[C:15]4[C:20]([C:21]([CH2:9][CH2:14][CH2:2][CH2:3][CH2:4][CH2:8][CH2:7][CH2:6][CH2:22][CH2:21][CH2:27][CH3:28])=[CH:22][C:6]=3[O:5][C:4]=2[CH:3]=1)=[CH:19][CH:18]=[CH:17][CH:16]=4)[CH2:30][CH2:31][CH2:32][CH2:33][CH2:34][CH2:35][CH2:36][CH2:37][CH2:38][CH2:39][CH3:40]. (2) Given the reactants P(Cl)(Cl)(Cl)=O.[S:6]1[CH:10]=[CH:9][CH:8]=[C:7]1[C:11]1[S:12][CH:13]=[CH:14][CH:15]=1.Cl.CN([CH:20]=[O:21])C, predict the reaction product. The product is: [CH:20]([C:10]1[S:6][C:7]([C:11]2[S:12][CH:13]=[CH:14][CH:15]=2)=[CH:8][CH:9]=1)=[O:21]. (3) Given the reactants [OH:1][C:2]1[CH:11]=[C:10]2[C:5]([C:6]([NH:12][C:13]3[CH:14]=[C:15]4[C:19](=[CH:20][CH:21]=3)[NH:18][CH:17]=[CH:16]4)=[N:7][CH:8]=[N:9]2)=[CH:4][C:3]=1[O:22][CH3:23].[N:24]1([CH2:29][CH2:30][CH2:31]O)[CH:28]=[CH:27][N:26]=[N:25]1, predict the reaction product. The product is: [NH:18]1[C:19]2[C:15](=[CH:14][C:13]([NH:12][C:6]3[C:5]4[C:10](=[CH:11][C:2]([O:1][CH2:31][CH2:30][CH2:29][N:24]5[CH:28]=[CH:27][N:26]=[N:25]5)=[C:3]([O:22][CH3:23])[CH:4]=4)[N:9]=[CH:8][N:7]=3)=[CH:21][CH:20]=2)[CH:16]=[CH:17]1.